From a dataset of Forward reaction prediction with 1.9M reactions from USPTO patents (1976-2016). Predict the product of the given reaction. (1) Given the reactants [CH3:1][C:2]1[CH:11]=[C:10]([CH3:12])[CH:9]=[C:8]2[C:3]=1[CH2:4][CH2:5][CH2:6][CH:7]2[CH2:13][NH:14][CH:15]1[CH2:17][CH2:16]1.[F:18][CH:19]([F:30])[C:20]1[C:24]([C:25](Cl)=[O:26])=[C:23]([F:28])[N:22]([CH3:29])[N:21]=1, predict the reaction product. The product is: [CH:15]1([N:14]([CH2:13][CH:7]2[C:8]3[C:3](=[C:2]([CH3:1])[CH:11]=[C:10]([CH3:12])[CH:9]=3)[CH2:4][CH2:5][CH2:6]2)[C:25]([C:24]2[C:20]([CH:19]([F:30])[F:18])=[N:21][N:22]([CH3:29])[C:23]=2[F:28])=[O:26])[CH2:17][CH2:16]1. (2) Given the reactants C(=O)([O-])[O-].[K+].[K+].[Cl:7][C:8]1[C:9]2[N:18]=[C:17]([C:19]3[CH:24]=[C:23]([CH3:25])[C:22]([OH:26])=[C:21]([CH3:27])[CH:20]=3)[O:16][C:10]=2[N:11]=[C:12]([S:14][CH3:15])[N:13]=1.Br[CH2:29][C:30]([O:32][C:33]([CH3:36])([CH3:35])[CH3:34])=[O:31], predict the reaction product. The product is: [C:33]([O:32][C:30](=[O:31])[CH2:29][O:26][C:22]1[C:23]([CH3:25])=[CH:24][C:19]([C:17]2[O:16][C:10]3[N:11]=[C:12]([S:14][CH3:15])[N:13]=[C:8]([Cl:7])[C:9]=3[N:18]=2)=[CH:20][C:21]=1[CH3:27])([CH3:36])([CH3:35])[CH3:34]. (3) Given the reactants [C:1]([NH:4][C:5]1[N:10]=[CH:9][C:8]([NH:11][C:12](=[O:19])OCC(Cl)(Cl)Cl)=[CH:7][CH:6]=1)(=[O:3])[CH3:2].[F:20][C:21]1[CH:26]=[CH:25][C:24]([C:27]2[N:28]=[C:29]([N:32]3[CH2:37][CH2:36][NH:35][CH2:34][CH2:33]3)[S:30][CH:31]=2)=[CH:23][CH:22]=1.C(N(C(C)C)CC)(C)C.O, predict the reaction product. The product is: [C:1]([NH:4][C:5]1[N:10]=[CH:9][C:8]([NH:11][C:12]([N:35]2[CH2:36][CH2:37][N:32]([C:29]3[S:30][CH:31]=[C:27]([C:24]4[CH:25]=[CH:26][C:21]([F:20])=[CH:22][CH:23]=4)[N:28]=3)[CH2:33][CH2:34]2)=[O:19])=[CH:7][CH:6]=1)(=[O:3])[CH3:2]. (4) Given the reactants CCOC(/N=N/C(OCC)=O)=O.[F:13][C:14]1[C:19]([N+:20]([O-:22])=[O:21])=[CH:18][CH:17]=[C:16]([F:23])[C:15]=1[OH:24].[C:25]([O:29][C:30](=[O:36])[NH:31][C@H:32]([CH3:35])[CH2:33]O)([CH3:28])([CH3:27])[CH3:26].C1(P(C2C=CC=CC=2)C2C=CC=CC=2)C=CC=CC=1, predict the reaction product. The product is: [C:25]([O:29][C:30](=[O:36])[NH:31][C@H:32]([CH3:33])[CH2:35][O:24][C:15]1[C:16]([F:23])=[CH:17][CH:18]=[C:19]([N+:20]([O-:22])=[O:21])[C:14]=1[F:13])([CH3:28])([CH3:27])[CH3:26]. (5) Given the reactants [NH2:1][C:2]1[CH:7]=[CH:6][C:5]([CH2:8][CH:9]([CH:11]2[CH2:16][CH2:15][N:14]([C:17]([O:19][C:20]([CH3:23])([CH3:22])[CH3:21])=[O:18])[CH2:13][CH2:12]2)[OH:10])=[CH:4][CH:3]=1.[CH2:24](OC(OCC)OCC)C.[N-:34]=[N+:35]=[N-:36].[Na+], predict the reaction product. The product is: [OH:10][CH:9]([CH:11]1[CH2:12][CH2:13][N:14]([C:17]([O:19][C:20]([CH3:23])([CH3:22])[CH3:21])=[O:18])[CH2:15][CH2:16]1)[CH2:8][C:5]1[CH:4]=[CH:3][C:2]([N:1]2[CH:24]=[N:36][N:35]=[N:34]2)=[CH:7][CH:6]=1.